From a dataset of Forward reaction prediction with 1.9M reactions from USPTO patents (1976-2016). Predict the product of the given reaction. (1) Given the reactants Cl[C:2]1[N:7]=[C:6]([NH:8][C:9]2[CH:13]=[C:12]([C:14]3[CH:19]=[CH:18][CH:17]=[CH:16][CH:15]=3)[O:11][N:10]=2)[CH:5]=[CH:4][N:3]=1.[CH3:20][O:21][C:22]1[CH:23]=[C:24]([CH:26]=[C:27]([O:31][CH3:32])[C:28]=1[O:29][CH3:30])[NH2:25], predict the reaction product. The product is: [CH3:32][O:31][C:27]1[CH:26]=[C:24]([NH:25][C:2]2[N:7]=[C:6]([NH:8][C:9]3[CH:13]=[C:12]([C:14]4[CH:19]=[CH:18][CH:17]=[CH:16][CH:15]=4)[O:11][N:10]=3)[CH:5]=[CH:4][N:3]=2)[CH:23]=[C:22]([O:21][CH3:20])[C:28]=1[O:29][CH3:30]. (2) Given the reactants [CH3:1][O:2][C:3]1[N:8]=[C:7]([CH3:9])[C:6]([C:10]2[CH:11]=[C:12]([CH:15]=[CH:16][CH:17]=2)[C:13]#[N:14])=[CH:5][CH:4]=1.[Br:18]N1C(=O)CCC1=O, predict the reaction product. The product is: [Br:18][C:4]1[CH:5]=[C:6]([C:10]2[CH:11]=[C:12]([CH:15]=[CH:16][CH:17]=2)[C:13]#[N:14])[C:7]([CH3:9])=[N:8][C:3]=1[O:2][CH3:1]. (3) Given the reactants [C:1]([O:5][C:6](=[O:41])[NH:7][C@H:8]([C:10](=[O:40])[NH:11][C@@H:12]([CH2:25][C:26]1[CH:31]=[CH:30][CH:29]=[C:28]([O:32]CC2C=CC=CC=2)[CH:27]=1)[C@@H:13]([OH:24])[CH2:14][C@H:15]([C:17](=[O:23])[NH:18][CH2:19][CH2:20][CH2:21][CH3:22])[CH3:16])[CH3:9])([CH3:4])([CH3:3])[CH3:2], predict the reaction product. The product is: [C:1]([O:5][C:6](=[O:41])[NH:7][C@H:8]([C:10](=[O:40])[NH:11][C@@H:12]([CH2:25][C:26]1[CH:31]=[CH:30][CH:29]=[C:28]([OH:32])[CH:27]=1)[C@@H:13]([OH:24])[CH2:14][C@H:15]([C:17](=[O:23])[NH:18][CH2:19][CH2:20][CH2:21][CH3:22])[CH3:16])[CH3:9])([CH3:4])([CH3:3])[CH3:2]. (4) Given the reactants Br[C:2]1[CH:3]=[C:4]2[C:10]([C:11]3[CH:16]=[CH:15][CH:14]=[CH:13][C:12]=3[O:17][CH3:18])=[CH:9][N:8]([CH2:19][O:20][CH2:21][CH2:22][Si:23]([CH3:26])([CH3:25])[CH3:24])[C:5]2=[N:6][CH:7]=1.N1CCC[C@H]1C(O)=O.C(=O)([O-])[O-].[K+].[K+].[CH3:41][N:42]([CH3:50])[C:43]([CH:45]1[CH2:49][CH2:48][NH:47][CH2:46]1)=[O:44], predict the reaction product. The product is: [CH3:41][N:42]([CH3:50])[C:43]([CH:45]1[CH2:49][CH2:48][N:47]([C:2]2[CH:3]=[C:4]3[C:10]([C:11]4[CH:16]=[CH:15][CH:14]=[CH:13][C:12]=4[O:17][CH3:18])=[CH:9][N:8]([CH2:19][O:20][CH2:21][CH2:22][Si:23]([CH3:26])([CH3:25])[CH3:24])[C:5]3=[N:6][CH:7]=2)[CH2:46]1)=[O:44].